From a dataset of Forward reaction prediction with 1.9M reactions from USPTO patents (1976-2016). Predict the product of the given reaction. (1) Given the reactants CC(OC(O[C:9]([O:11][C:12]([CH3:15])([CH3:14])C)=O)=O)(C)C.CN(C(ON1N=N[C:26]2[CH:27]=[CH:28][CH:29]=[N:30][C:25]1=2)=[N+](C)C)C.F[P-](F)(F)(F)(F)F.CCN(C(C)C)[CH:43]([CH3:45])[CH3:44].[Li+].[OH-:50].F[P-](F)(F)(F)(F)F.[N:58]1(O[P+](N(C)C)(N(C)C)N(C)C)[C:62]2[CH:63]=[CH:64][CH:65]=CC=2N=N1.[C:78](Cl)([C:80](Cl)=[O:81])=[O:79].Cl.[CH3:85][N:86]([CH:88]=[O:89])[CH3:87], predict the reaction product. The product is: [NH2:58][CH2:62][C:63]1[CH:26]=[CH:27][C:28]([C:29]([NH:30][CH2:25][C:43]2[CH:45]=[CH:14][C:12]([O:11][CH2:9][C:88]([N:86]3[CH2:87][C:78](=[O:79])[C@@H:80]([OH:81])[CH2:85]3)=[O:89])=[CH:15][CH:44]=2)=[O:50])=[CH:65][CH:64]=1. (2) Given the reactants Cl[C:2]1[C:11]([C:12]2[CH:17]=[CH:16][CH:15]=[CH:14][CH:13]=2)=[CH:10][C:9]2[C:4](=[CH:5][CH:6]=[CH:7][N:8]=2)[N:3]=1.[CH:18]([C:20]1[CH:25]=[CH:24][C:23](B(O)O)=[CH:22][CH:21]=1)=[O:19].[F-].[K+], predict the reaction product. The product is: [C:12]1([C:11]2[C:2]([C:23]3[CH:24]=[CH:25][C:20]([CH:18]=[O:19])=[CH:21][CH:22]=3)=[N:3][C:4]3[C:9]([CH:10]=2)=[N:8][CH:7]=[CH:6][CH:5]=3)[CH:17]=[CH:16][CH:15]=[CH:14][CH:13]=1. (3) Given the reactants [CH2:1]([C:4]1[C:12]2[O:11][N:10]=[C:9]([C:13]([F:16])([F:15])[F:14])[C:8]=2[CH:7]=[CH:6][C:5]=1[CH2:17][CH2:18][CH2:19][CH2:20][OH:21])[CH2:2][CH3:3].CCN(CC)CC.[CH3:29][S:30](Cl)(=[O:32])=[O:31].Cl, predict the reaction product. The product is: [CH3:29][S:30]([O:21][CH2:20][CH2:19][CH2:18][CH2:17][C:5]1[CH:6]=[CH:7][C:8]2[C:9]([C:13]([F:15])([F:14])[F:16])=[N:10][O:11][C:12]=2[C:4]=1[CH2:1][CH2:2][CH3:3])(=[O:32])=[O:31]. (4) Given the reactants [Br:1][C:2]1[CH:10]=[C:9]2[C:5]([C:6]([CH3:11])=[N:7][NH:8]2)=[CH:4][CH:3]=1.[H-].[Na+].Cl[C:15]1[CH:20]=[C:19]([CH3:21])[N:18]=[C:17]([NH2:22])[N:16]=1, predict the reaction product. The product is: [Br:1][C:2]1[CH:10]=[C:9]2[C:5]([C:6]([CH3:11])=[N:7][N:8]2[C:15]2[CH:20]=[C:19]([CH3:21])[N:18]=[C:17]([NH2:22])[N:16]=2)=[CH:4][CH:3]=1. (5) The product is: [Cl:18][CH:2]([NH:7][C:8](=[O:16])[C:9]1[CH:14]=[CH:13][C:12]([Cl:15])=[CH:11][CH:10]=1)[C:3]([F:6])([F:5])[F:4]. Given the reactants O[CH:2]([NH:7][C:8](=[O:16])[C:9]1[CH:14]=[CH:13][C:12]([Cl:15])=[CH:11][CH:10]=1)[C:3]([F:6])([F:5])[F:4].P(Cl)(Cl)[Cl:18], predict the reaction product. (6) Given the reactants [NH:1]([C:3](=[NH:29])[C:4]1[N:5]=[C:6]([NH:16][C@H:17]2[CH2:21][CH2:20][N:19]([C:22]([O:24][C:25]([CH3:28])([CH3:27])[CH3:26])=[O:23])[CH2:18]2)[C:7]2[C:12]([CH:13]=1)=[CH:11][CH:10]=[CH:9][C:8]=2[O:14][CH3:15])[NH2:2].C1N=CN([C:35](N2C=NC=C2)=[O:36])C=1, predict the reaction product. The product is: [CH3:15][O:14][C:8]1[CH:9]=[CH:10][CH:11]=[C:12]2[C:7]=1[C:6]([NH:16][C@H:17]1[CH2:21][CH2:20][N:19]([C:22]([O:24][C:25]([CH3:26])([CH3:28])[CH3:27])=[O:23])[CH2:18]1)=[N:5][C:4]([C:3]1[NH:29][C:35](=[O:36])[NH:2][N:1]=1)=[CH:13]2. (7) Given the reactants Cl.[Cl:2][C:3]1[N:8]=[CH:7][C:6]([CH2:9][N:10]2[CH:15]=[CH:14][CH:13]=[CH:12][C:11]2=[NH:16])=[CH:5][CH:4]=1.C(N(CC)CC)C.[CH2:24]([O:26][C:27]([N:29]=[C:30]=[S:31])=[O:28])[CH3:25], predict the reaction product. The product is: [Cl:2][C:3]1[N:8]=[CH:7][C:6]([CH2:9][N:10]2[CH:15]=[CH:14][CH:13]=[CH:12][C:11]2=[N:16][C:30]([NH:29][C:27]([O:26][CH2:24][CH3:25])=[O:28])=[S:31])=[CH:5][CH:4]=1.